From a dataset of Forward reaction prediction with 1.9M reactions from USPTO patents (1976-2016). Predict the product of the given reaction. (1) Given the reactants [Cl:1][C:2]1[C:7]([C:8]([F:11])([F:10])[F:9])=[CH:6][C:5]([N+:12]([O-])=O)=[CH:4][N:3]=1, predict the reaction product. The product is: [NH2:12][C:5]1[CH:6]=[C:7]([C:8]([F:11])([F:10])[F:9])[C:2]([Cl:1])=[N:3][CH:4]=1. (2) The product is: [NH2:35][S:32]([C:27]1[C:26]([NH:25][C:19]([C:10]2[C:9](=[O:24])[N:8]([CH2:1][C:2]3[CH:7]=[CH:6][CH:5]=[CH:4][CH:3]=3)[C:37]3[C:42]([C:11]=2[OH:18])=[CH:41][CH:40]=[CH:39][CH:38]=3)=[O:20])=[CH:31][CH:30]=[CH:29][N:28]=1)(=[O:34])=[O:33]. Given the reactants [CH2:1]([N:8]1C2C(=CC=CN=2)[C:11]([OH:18])=[C:10]([C:19](OCC)=[O:20])[C:9]1=[O:24])[C:2]1[CH:7]=[CH:6][CH:5]=[CH:4][CH:3]=1.[NH2:25][C:26]1[C:27]([S:32]([NH2:35])(=[O:34])=[O:33])=[N:28][CH:29]=[CH:30][CH:31]=1.N[C:37]1[CH:42]=[CH:41][C:40](Br)=[CH:39][C:38]=1S(N)(=O)=O, predict the reaction product.